Dataset: Catalyst prediction with 721,799 reactions and 888 catalyst types from USPTO. Task: Predict which catalyst facilitates the given reaction. (1) Reactant: [CH2:1]([O:3][C:4]1[CH:5]=[C:6]([CH:29]=[C:30]([O:33][CH2:34][CH3:35])[C:31]=1F)[CH2:7][N:8]1[CH2:13][CH2:12][CH:11]([NH:14][C:15]2[O:16][C:17]3[CH:23]=[CH:22][C:21]([O:24][CH2:25][CH2:26][CH2:27][OH:28])=[CH:20][C:18]=3[N:19]=2)[CH2:10][CH2:9]1)[CH3:2].[Cl:36]C1C(OCC)=CC(C=O)=CC=1OCC.C([BH3-])#N.[Na+].[Na+].C([BH3-])#N.C(N(C(C)C)C(C)C)C. Product: [Cl:36][C:31]1[C:4]([O:3][CH2:1][CH3:2])=[CH:5][C:6]([CH2:7][N:8]2[CH2:13][CH2:12][CH:11]([NH:14][C:15]3[O:16][C:17]4[CH:23]=[CH:22][C:21]([O:24][CH2:25][CH2:26][CH2:27][OH:28])=[CH:20][C:18]=4[N:19]=3)[CH2:10][CH2:9]2)=[CH:29][C:30]=1[O:33][CH2:34][CH3:35]. The catalyst class is: 212. (2) Reactant: [F:1][C:2]1[CH:7]=[CH:6][C:5]([C:8]2[S:16][C:15]3[C:14](=[O:17])[N:13]([CH:18]4[CH2:23][CH2:22][N:21]([C:24]([O:26][C:27]([CH3:30])([CH3:29])[CH3:28])=[O:25])[CH2:20][CH2:19]4)[C:12](=[O:31])[NH:11][C:10]=3[CH:9]=2)=[C:4]([O:32][CH3:33])[CH:3]=1.Br[CH2:35][C:36]1[CH:41]=[CH:40][C:39]([O:42][CH3:43])=[C:38]([F:44])[C:37]=1[F:45].C(=O)([O-])[O-].[K+].[K+]. Product: [F:45][C:37]1[C:38]([F:44])=[C:39]([O:42][CH3:43])[CH:40]=[CH:41][C:36]=1[CH2:35][N:11]1[C:10]2[CH:9]=[C:8]([C:5]3[CH:6]=[CH:7][C:2]([F:1])=[CH:3][C:4]=3[O:32][CH3:33])[S:16][C:15]=2[C:14](=[O:17])[N:13]([CH:18]2[CH2:23][CH2:22][N:21]([C:24]([O:26][C:27]([CH3:28])([CH3:29])[CH3:30])=[O:25])[CH2:20][CH2:19]2)[C:12]1=[O:31]. The catalyst class is: 3.